Dataset: Forward reaction prediction with 1.9M reactions from USPTO patents (1976-2016). Task: Predict the product of the given reaction. (1) Given the reactants [OH:1][C:2]1[CH:3]=[C:4]([C:8]2[C:17]3[C:12](=[C:13]([C:18]([F:21])([F:20])[F:19])[CH:14]=[CH:15][CH:16]=3)[N:11]=[CH:10][C:9]=2[C:22]([C:24]2[CH:29]=[CH:28][CH:27]=[CH:26][CH:25]=2)=[O:23])[CH:5]=[CH:6][CH:7]=1.Br[CH2:31][C:32]1[C:37]([Cl:38])=[CH:36][CH:35]=[CH:34][C:33]=1[Cl:39], predict the reaction product. The product is: [Cl:38][C:37]1[CH:36]=[CH:35][CH:34]=[C:33]([Cl:39])[C:32]=1[CH2:31][O:1][C:2]1[CH:3]=[C:4]([C:8]2[C:17]3[C:12](=[C:13]([C:18]([F:21])([F:19])[F:20])[CH:14]=[CH:15][CH:16]=3)[N:11]=[CH:10][C:9]=2[C:22]([C:24]2[CH:25]=[CH:26][CH:27]=[CH:28][CH:29]=2)=[O:23])[CH:5]=[CH:6][CH:7]=1. (2) Given the reactants [C:1]([O:9][C@@H:10]1[CH2:18][C@H:17]([O:19][C:20](=O)[C:21]2[CH:26]=[CH:25][CH:24]=[CH:23][CH:22]=2)[C@@H:16]([CH2:28][O:29][C:30](=O)[C:31]2[CH:36]=[CH:35][CH:34]=[CH:33][CH:32]=2)[O:15][C@H:11]1[S:12][CH2:13][CH3:14])(=O)[C:2]1[CH:7]=[CH:6][CH:5]=[CH:4][CH:3]=1, predict the reaction product. The product is: [CH2:1]([O:9][C@@H:10]1[CH2:18][C@H:17]([O:19][CH2:20][C:21]2[CH:22]=[CH:23][CH:24]=[CH:25][CH:26]=2)[C@@H:16]([CH2:28][O:29][CH2:30][C:31]2[CH:32]=[CH:33][CH:34]=[CH:35][CH:36]=2)[O:15][C@H:11]1[S:12][CH2:13][CH3:14])[C:2]1[CH:7]=[CH:6][CH:5]=[CH:4][CH:3]=1. (3) Given the reactants [C:1]([N:8]1[CH2:12][C@@H:11]([N:13]=[N+:14]=[N-:15])[CH2:10][C@H:9]1[C:16]([OH:18])=O)([O:3][C:4]([CH3:7])([CH3:6])[CH3:5])=[O:2].CCN(C(C)C)C(C)C.[CH3:28][N:29]1[CH2:34][CH2:33][NH:32][CH2:31][CH2:30]1.C1C=CC2N(O)N=NC=2C=1.C(Cl)CCl, predict the reaction product. The product is: [C:1]([N:8]1[CH2:12][C@@H:11]([N:13]=[N+:14]=[N-:15])[CH2:10][C@H:9]1[C:16]([N:32]1[CH2:33][CH2:34][N:29]([CH3:28])[CH2:30][CH2:31]1)=[O:18])([O:3][C:4]([CH3:5])([CH3:6])[CH3:7])=[O:2]. (4) Given the reactants [CH2:1]([O:4][C:5]1[CH:10]=[CH:9][C:8]([O:11][CH:12]2[CH2:17][CH2:16][CH2:15][CH2:14][O:13]2)=[CH:7][C:6]=1[C:18](=[O:20])[CH3:19])[CH:2]=[CH2:3].O.CN1C[CH2:26][CH2:25][C:24]1=O, predict the reaction product. The product is: [CH2:26]([C:10]1[C:5]([OH:4])=[C:6]([C:18](=[O:20])[CH3:19])[CH:7]=[C:8]([OH:11])[CH:9]=1)[CH:25]=[CH2:24].[CH2:26]([C:10]1[C:5]([OH:4])=[C:6]([C:18](=[O:20])[CH3:19])[CH:7]=[C:8]([O:11][CH:12]2[CH2:17][CH2:16][CH2:15][CH2:14][O:13]2)[CH:9]=1)[CH:25]=[CH2:24].[CH2:1]([O:4][C:5]1[CH:10]=[CH:9][C:8]([OH:11])=[CH:7][C:6]=1[C:18](=[O:20])[CH3:19])[CH:2]=[CH2:3]. (5) Given the reactants [CH3:1][C:2]1[C:3]([C:10]2[S:11][CH:12]=[CH:13][CH:14]=2)=[N:4][C:5]([S:8][CH3:9])=[N:6][CH:7]=1.[OH2:15].[OH:16]OS([O-])=O.[K+], predict the reaction product. The product is: [CH3:1][C:2]1[C:3]([C:10]2[S:11][CH:12]=[CH:13][CH:14]=2)=[N:4][C:5]([S:8]([CH3:9])(=[O:16])=[O:15])=[N:6][CH:7]=1.